From a dataset of Full USPTO retrosynthesis dataset with 1.9M reactions from patents (1976-2016). Predict the reactants needed to synthesize the given product. (1) Given the product [F:1][C:2]([F:25])([F:24])[O:3][C:4]1[CH:9]=[CH:8][C:7]([N:10]2[CH:14]=[CH:13][C:12]([C:15]3[CH:23]=[CH:22][C:18]([C:19]([N:47]=[N+:48]=[N-:49])=[O:20])=[CH:17][CH:16]=3)=[N:11]2)=[CH:6][CH:5]=1, predict the reactants needed to synthesize it. The reactants are: [F:1][C:2]([F:25])([F:24])[O:3][C:4]1[CH:9]=[CH:8][C:7]([N:10]2[CH:14]=[CH:13][C:12]([C:15]3[CH:23]=[CH:22][C:18]([C:19](O)=[O:20])=[CH:17][CH:16]=3)=[N:11]2)=[CH:6][CH:5]=1.C(N(CC)CC)C.C1(P([N:47]=[N+:48]=[N-:49])(C2C=CC=CC=2)=O)C=CC=CC=1. (2) Given the product [NH2:7][CH:8]([CH2:9][CH3:10])[C:11]([N:13]1[CH2:18][CH2:17][C:16]([C:39]2[CH:44]=[CH:43][CH:42]=[C:41]([F:45])[CH:40]=2)([CH2:19][CH2:20][N:21]2[CH:26]3[CH2:27][CH2:28][CH:22]2[CH2:23][CH:24]([N:29]2[C:33]4[CH:34]=[CH:35][CH:36]=[CH:37][C:32]=4[N:31]=[C:30]2[CH3:38])[CH2:25]3)[CH2:15][CH2:14]1)=[O:12], predict the reactants needed to synthesize it. The reactants are: C(OC(=O)[NH:7][CH:8]([C:11]([N:13]1[CH2:18][CH2:17][C:16]([C:39]2[CH:44]=[CH:43][CH:42]=[C:41]([F:45])[CH:40]=2)([CH2:19][CH2:20][N:21]2[CH:26]3[CH2:27][CH2:28][CH:22]2[CH2:23][CH:24]([N:29]2[C:33]4[CH:34]=[CH:35][CH:36]=[CH:37][C:32]=4[N:31]=[C:30]2[CH3:38])[CH2:25]3)[CH2:15][CH2:14]1)=[O:12])[CH2:9][CH3:10])(C)(C)C.Cl.